Dataset: Full USPTO retrosynthesis dataset with 1.9M reactions from patents (1976-2016). Task: Predict the reactants needed to synthesize the given product. (1) Given the product [CH3:1][C:2]([CH3:25])([CH3:24])[C:3]#[C:4][C:5]1[S:9][C:8]([C:10]([O:12][CH3:13])=[O:11])=[C:7]([N:14]([C:37](=[O:38])[C:36]2[CH:40]=[CH:41][C:33]([CH3:32])=[CH:34][CH:35]=2)[CH2:15][C:16]([N:18]2[CH2:23][CH2:22][O:21][CH2:20][CH2:19]2)=[O:17])[CH:6]=1, predict the reactants needed to synthesize it. The reactants are: [CH3:1][C:2]([CH3:25])([CH3:24])[C:3]#[C:4][C:5]1[S:9][C:8]([C:10]([O:12][CH3:13])=[O:11])=[C:7]([NH:14][CH2:15][C:16]([N:18]2[CH2:23][CH2:22][O:21][CH2:20][CH2:19]2)=[O:17])[CH:6]=1.N1C=CC=CC=1.[CH3:32][C:33]1[CH:41]=[CH:40][C:36]([C:37](Cl)=[O:38])=[CH:35][CH:34]=1. (2) Given the product [C:27]1([C:30]2[CH:35]=[CH:34][CH:33]=[CH:32][CH:31]=2)[CH:26]=[CH:25][C:24]([C:20]2[O:21][C:22]([CH3:23])=[C:18]([CH2:17][CH2:16][O:15][C:12]3[CH:13]=[CH:14][C:9]([O:8][C:5]([CH3:7])([CH3:6])[C:4]([OH:43])=[O:3])=[C:10]([CH2:36][CH:37]4[CH2:38][CH2:39][CH2:40][CH2:41][CH2:42]4)[CH:11]=3)[N:19]=2)=[CH:29][CH:28]=1, predict the reactants needed to synthesize it. The reactants are: C([O:3][C:4](=[O:43])[C:5]([O:8][C:9]1[CH:14]=[CH:13][C:12]([O:15][CH2:16][CH2:17][C:18]2[N:19]=[C:20]([C:24]3[CH:29]=[CH:28][C:27]([C:30]4[CH:35]=[CH:34][CH:33]=[CH:32][CH:31]=4)=[CH:26][CH:25]=3)[O:21][C:22]=2[CH3:23])=[CH:11][C:10]=1[CH2:36][CH:37]1[CH2:42][CH2:41][CH2:40][CH2:39][CH2:38]1)([CH3:7])[CH3:6])C.[OH-].[Na+]. (3) Given the product [C:1]1([CH2:7][CH2:8][C:9]2[CH:10]=[C:11]([CH:15]=[CH:16][CH:17]=2)[C:12]([OH:14])=[O:13])[CH:2]=[CH:3][CH:4]=[CH:5][CH:6]=1, predict the reactants needed to synthesize it. The reactants are: [C:1]1([C:7]#[C:8][C:9]2[CH:10]=[C:11]([CH:15]=[CH:16][CH:17]=2)[C:12]([OH:14])=[O:13])[CH:6]=[CH:5][CH:4]=[CH:3][CH:2]=1.[H][H]. (4) Given the product [F:1][C:2]1[CH:3]=[C:4]([S:8]([C:13]2[CH:21]=[CH:20][C:19]3[N:18]([CH3:22])[C:17]4[CH2:23][CH:24]5[NH:28][CH:27]([C:16]=4[C:15]=3[C:14]=2[C:29]([O:31][C:32]([CH3:35])([CH3:34])[CH3:33])=[O:30])[CH2:26][CH2:25]5)(=[O:10])=[O:9])[CH:5]=[CH:6][CH:7]=1, predict the reactants needed to synthesize it. The reactants are: [F:1][C:2]1[CH:3]=[C:4]([S:8]([O-:10])=[O:9])[CH:5]=[CH:6][CH:7]=1.[Na+].Br[C:13]1[CH:21]=[CH:20][C:19]2[N:18]([CH3:22])[C:17]3[CH2:23][CH:24]4[NH:28][CH:27]([C:16]=3[C:15]=2[C:14]=1[C:29]([O:31][C:32]([CH3:35])([CH3:34])[CH3:33])=[O:30])[CH2:26][CH2:25]4. (5) Given the product [OH:18][CH2:19][C@@H:20]1[CH2:24][CH2:23][CH2:22][N:21]1[C:25]1[N:30]=[C:29]([NH:31][CH2:32][C:33]2[CH:38]=[CH:37][C:36]([O:39][CH3:40])=[C:35]([Cl:41])[CH:34]=2)[C:28]([CH:42]=[CH:9][C:10]([O:12][CH3:13])=[O:11])=[CH:27][N:26]=1, predict the reactants needed to synthesize it. The reactants are: C(OP([CH2:9][C:10]([O:12][CH3:13])=[O:11])(OCC)=O)C.[H-].[Na+].[H][H].[OH:18][CH2:19][C@@H:20]1[CH2:24][CH2:23][CH2:22][N:21]1[C:25]1[N:30]=[C:29]([NH:31][CH2:32][C:33]2[CH:38]=[CH:37][C:36]([O:39][CH3:40])=[C:35]([Cl:41])[CH:34]=2)[C:28]([CH:42]=O)=[CH:27][N:26]=1.C(=O)([O-])O.[Na+]. (6) Given the product [ClH:52].[C:27]([C:31]1[N:36]=[C:35]([N:37]2[CH2:38][CH2:39][N:40]([CH2:43][CH2:44][CH2:45][CH2:46][NH:47][C:1](=[O:9])[C:2]3[CH:3]=[CH:4][N:5]=[CH:6][CH:7]=3)[CH2:41][CH2:42]2)[CH:34]=[C:33]([CH:48]2[CH2:51][CH2:50][CH2:49]2)[N:32]=1)([CH3:30])([CH3:28])[CH3:29], predict the reactants needed to synthesize it. The reactants are: [C:1]([OH:9])(=O)[C:2]1[CH:7]=[CH:6][N:5]=[CH:4][CH:3]=1.C(N(CC)CC)C.OC1C2N=NNC=2C=CC=1.[C:27]([C:31]1[N:36]=[C:35]([N:37]2[CH2:42][CH2:41][N:40]([CH2:43][CH2:44][CH2:45][CH2:46][NH2:47])[CH2:39][CH2:38]2)[CH:34]=[C:33]([CH:48]2[CH2:51][CH2:50][CH2:49]2)[N:32]=1)([CH3:30])([CH3:29])[CH3:28].[ClH:52].C(N=C=NCCCN(C)C)C. (7) Given the product [Cl:1][C:2]1[CH:9]=[C:8]([N:10]2[C:14]([CH3:15])=[C:13]([CH2:16][C:17]3[CH:18]=[CH:19][C:20]([C:23]([N:25]4[CH2:30][CH2:29][C:28]([OH:31])([CH3:33])[CH2:27][CH2:26]4)=[O:24])=[CH:21][CH:22]=3)[C:12]([CH3:32])=[N:11]2)[CH:7]=[CH:6][C:3]=1[C:4]#[N:5], predict the reactants needed to synthesize it. The reactants are: [Cl:1][C:2]1[CH:9]=[C:8]([N:10]2[C:14]([CH3:15])=[C:13]([CH2:16][C:17]3[CH:22]=[CH:21][C:20]([C:23]([N:25]4[CH2:30][CH2:29][C:28](=[O:31])[CH2:27][CH2:26]4)=[O:24])=[CH:19][CH:18]=3)[C:12]([CH3:32])=[N:11]2)[CH:7]=[CH:6][C:3]=1[C:4]#[N:5].[CH3:33][Mg]Br.[Cl-].[NH4+].